Dataset: Forward reaction prediction with 1.9M reactions from USPTO patents (1976-2016). Task: Predict the product of the given reaction. (1) Given the reactants [OH:1][C:2]1[CH:3]=[C:4]([N:8]2[CH2:13][CH2:12][N:11]([C:14]([O:16][C:17]([CH3:20])([CH3:19])[CH3:18])=[O:15])[CH2:10][CH2:9]2)[CH:5]=[CH:6][CH:7]=1.C(=O)([O-])[O-].[K+].[K+].[Cl:27][C:28]1[CH:29]=[N:30][C:31]([N:38]2[CH2:41][CH:40](OS(C)(=O)=O)[CH2:39]2)=[C:32]([CH:37]=1)[C:33]([O:35]C)=[O:34].[OH-].[Na+], predict the reaction product. The product is: [C:17]([O:16][C:14]([N:11]1[CH2:12][CH2:13][N:8]([C:4]2[CH:3]=[C:2]([CH:7]=[CH:6][CH:5]=2)[O:1][CH:40]2[CH2:41][N:38]([C:31]3[N:30]=[CH:29][C:28]([Cl:27])=[CH:37][C:32]=3[C:33]([OH:35])=[O:34])[CH2:39]2)[CH2:9][CH2:10]1)=[O:15])([CH3:20])([CH3:19])[CH3:18]. (2) Given the reactants C([N:8]1[CH2:16][CH2:15][N:14](CC2C=CC=CC=2)[CH2:13][CH2:12][N:11](CC2C=CC=CC=2)[CH2:10][CH:9]1[CH2:31][NH:32][C:33](=[O:39])[O:34][C:35]([CH3:38])([CH3:37])[CH3:36])C1C=CC=CC=1.C(O)(=O)C.O, predict the reaction product. The product is: [C:35]([O:34][C:33](=[O:39])[NH:32][CH2:31][CH:9]1[CH2:10][NH:11][CH2:12][CH2:13][NH:14][CH2:15][CH2:16][NH:8]1)([CH3:38])([CH3:36])[CH3:37]. (3) Given the reactants [NH2:1][C:2]1[CH:11]=[CH:10][CH:9]=[C:8]2[C:3]=1[CH2:4][CH:5]([OH:13])[C:6](=[O:12])[NH:7]2.[F:14][C:15]([F:27])([F:26])[C:16]1[CH:25]=[CH:24][C:19]([CH2:20][N:21]=[C:22]=[O:23])=[CH:18][CH:17]=1, predict the reaction product. The product is: [OH:13][CH:5]1[CH2:4][C:3]2[C:8](=[CH:9][CH:10]=[CH:11][C:2]=2[NH:1][C:22]([NH:21][CH2:20][C:19]2[CH:18]=[CH:17][C:16]([C:15]([F:14])([F:27])[F:26])=[CH:25][CH:24]=2)=[O:23])[NH:7][C:6]1=[O:12]. (4) Given the reactants Br[C:2]1[CH:7]=[CH:6][CH:5]=[CH:4][N:3]=1.[Cl:8][CH2:9][CH2:10][CH2:11][C:12]#[CH:13], predict the reaction product. The product is: [Cl:8][CH2:9][CH2:10][CH2:11][C:12]#[C:13][C:2]1[CH:7]=[CH:6][CH:5]=[CH:4][N:3]=1. (5) Given the reactants [P:1](Cl)([O:6][CH2:7][CH3:8])([O:3][CH2:4][CH3:5])=[S:2].C(N(CC)CC)C.[Cl:17][C:18]1[CH:23]=[CH:22][CH:21]=[CH:20][C:19]=1[C@H:24]1[O:26][C@:25]1([CH2:34][N:35]1[C:39](=[S:40])[NH:38][CH:37]=[N:36]1)[C:27]1[CH:32]=[CH:31][CH:30]=[C:29]([F:33])[CH:28]=1.[Cl-].[Na+], predict the reaction product. The product is: [P:1]([S:40][C:39]1[N:35]([CH2:34][C@@:25]2([C:27]3[CH:32]=[CH:31][CH:30]=[C:29]([F:33])[CH:28]=3)[C@@H:24]([C:19]3[CH:20]=[CH:21][CH:22]=[CH:23][C:18]=3[Cl:17])[O:26]2)[N:36]=[CH:37][N:38]=1)(=[S:2])([O:6][CH2:7][CH3:8])[O:3][CH2:4][CH3:5]. (6) Given the reactants FC(F)(F)C(O)=O.[CH2:8]([O:15][C:16]1[C:21]([CH2:22][N:23]2[CH2:32][CH2:31][C:30]3[C:25](=[C:26]([Cl:50])[C:27]([CH:34]([O:48][CH3:49])[CH:35]4[CH2:40][CH2:39][N:38](C(OC(C)(C)C)=O)[CH2:37][CH2:36]4)=[CH:28][C:29]=3[Cl:33])[C:24]2=[O:51])=[C:20]([CH3:52])[CH:19]=[C:18]([CH3:53])[N:17]=1)[C:9]1[CH:14]=[CH:13][CH:12]=[CH:11][CH:10]=1, predict the reaction product. The product is: [CH2:8]([O:15][C:16]1[C:21]([CH2:22][N:23]2[CH2:32][CH2:31][C:30]3[C:25](=[C:26]([Cl:50])[C:27]([CH:34]([O:48][CH3:49])[CH:35]4[CH2:40][CH2:39][NH:38][CH2:37][CH2:36]4)=[CH:28][C:29]=3[Cl:33])[C:24]2=[O:51])=[C:20]([CH3:52])[CH:19]=[C:18]([CH3:53])[N:17]=1)[C:9]1[CH:10]=[CH:11][CH:12]=[CH:13][CH:14]=1. (7) Given the reactants [Si:1]([O:8][CH:9]1[CH2:14][CH2:13][CH:12]([C:15](OC)=[O:16])[CH2:11][CH2:10]1)([C:4]([CH3:7])([CH3:6])[CH3:5])([CH3:3])[CH3:2].[H-].[Al+3].[Li+].[H-].[H-].[H-].O.[OH-].[K+], predict the reaction product. The product is: [Si:1]([O:8][CH:9]1[CH2:10][CH2:11][CH:12]([CH2:15][OH:16])[CH2:13][CH2:14]1)([C:4]([CH3:7])([CH3:6])[CH3:5])([CH3:3])[CH3:2].